From a dataset of Forward reaction prediction with 1.9M reactions from USPTO patents (1976-2016). Predict the product of the given reaction. (1) Given the reactants [CH:1]1([C:4]2[N:5]=[CH:6][C:7]([C:15]([OH:17])=O)=[N:8][C:9]=2[O:10][CH2:11][CH:12]2[CH2:14][CH2:13]2)[CH2:3][CH2:2]1.Cl.[CH3:19][C:20]([CH3:28])([C:22]1[N:26]=[C:25]([CH3:27])[O:24][N:23]=1)[NH2:21], predict the reaction product. The product is: [CH3:19][C:20]([NH:21][C:15]([C:7]1[CH:6]=[N:5][C:4]([CH:1]2[CH2:2][CH2:3]2)=[C:9]([O:10][CH2:11][CH:12]2[CH2:13][CH2:14]2)[N:8]=1)=[O:17])([C:22]1[N:26]=[C:25]([CH3:27])[O:24][N:23]=1)[CH3:28]. (2) Given the reactants Br[C:2]1[CH:3]=[C:4]([C:8]2[C:9]3[N:10]([C:17]([C:20]([F:23])([F:22])[F:21])=[CH:18][N:19]=3)[CH:11]=[C:12]([C:14]([NH2:16])=[O:15])[N:13]=2)[CH:5]=[CH:6][CH:7]=1.[C:24]([C@:26]1([OH:33])[CH2:30][CH2:29][N:28]([CH3:31])[C:27]1=[O:32])#[CH:25], predict the reaction product. The product is: [OH:33][C@@:26]1([C:24]#[C:25][C:2]2[CH:3]=[C:4]([C:8]3[C:9]4[N:10]([C:17]([C:20]([F:23])([F:21])[F:22])=[CH:18][N:19]=4)[CH:11]=[C:12]([C:14]([NH2:16])=[O:15])[N:13]=3)[CH:5]=[CH:6][CH:7]=2)[CH2:30][CH2:29][N:28]([CH3:31])[C:27]1=[O:32]. (3) Given the reactants [N+:1]([C:4]1[C:5]([O:10][CH:11]2[CH2:16][CH2:15][O:14][CH2:13][CH2:12]2)=[N:6][CH:7]=[CH:8][CH:9]=1)([O-])=O.C([O-])=O.[NH4+].C(O)=O, predict the reaction product. The product is: [O:14]1[CH2:15][CH2:16][CH:11]([O:10][C:5]2[C:4]([NH2:1])=[CH:9][CH:8]=[CH:7][N:6]=2)[CH2:12][CH2:13]1. (4) Given the reactants CCN(C(C)C)C(C)C.[C:10]1([C:19]2[CH:24]=[CH:23][CH:22]=[CH:21][CH:20]=2)[CH:15]=[CH:14][C:13]([C:16]([OH:18])=O)=[CH:12][CH:11]=1.C1C=CC2N(O)N=NC=2C=1.CCN=C=NCCCN(C)C.Cl.Cl.[CH2:48]([O:50][C:51](=[O:54])[CH2:52][NH2:53])[CH3:49], predict the reaction product. The product is: [CH2:48]([O:50][C:51](=[O:54])[CH2:52][NH:53][C:16]([C:13]1[CH:12]=[CH:11][C:10]([C:19]2[CH:24]=[CH:23][CH:22]=[CH:21][CH:20]=2)=[CH:15][CH:14]=1)=[O:18])[CH3:49]. (5) Given the reactants [NH2:1][CH2:2][CH2:3][CH2:4][C@H:5]([NH:9][C:10]([C:12]1[S:13][C:14]([CH:17]([C:28]2[CH:33]=[CH:32][CH:31]=[C:30]([C:34]([F:37])([F:36])[F:35])[CH:29]=2)[C:18]2[CH:23]=[CH:22][CH:21]=[C:20]([C:24]([F:27])([F:26])[F:25])[CH:19]=2)=[CH:15][CH:16]=1)=[O:11])[C:6]([OH:8])=[O:7].[C:38]([OH:44])([C:40]([F:43])([F:42])[F:41])=[O:39].C(O)C.Cl.[C:49](=[NH:52])(O)[CH3:50], predict the reaction product. The product is: [F:36][C:34]([F:37])([F:35])[C:30]1[CH:29]=[C:28]([CH:17]([C:18]2[CH:23]=[CH:22][CH:21]=[C:20]([C:24]([F:25])([F:26])[F:27])[CH:19]=2)[C:14]2[S:13][C:12]([C:10]([NH:9][C@@H:5]([CH2:4][CH2:3][CH2:2][NH:1][C:49](=[NH:52])[CH3:50])[C:6]([OH:8])=[O:7])=[O:11])=[CH:16][CH:15]=2)[CH:33]=[CH:32][CH:31]=1.[C:38]([OH:44])([C:40]([F:43])([F:42])[F:41])=[O:39]. (6) Given the reactants [N+:1]([C:4]1[CH:5]=[C:6]2[C:11]3=[C:12]([C:14]4[CH2:20][CH2:19][CH2:18][CH2:17][C:16](=O)[C:15]=4[N:10]3[CH2:9][CH2:8][CH2:7]2)[CH:13]=1)([O-])=O.[H-].[H-].[H-].[H-].[Li+].[Al+3], predict the reaction product. The product is: [CH:13]1[C:12]2[C:14]3[CH2:20][CH2:19][CH2:18][CH2:17][CH2:16][C:15]=3[N:10]3[C:11]=2[C:6]([CH2:7][CH2:8][CH2:9]3)=[CH:5][C:4]=1[NH2:1]. (7) Given the reactants [CH:1]([C:3]1[CH:8]=[CH:7][C:6](B(O)O)=[CH:5][CH:4]=1)=[O:2].Br[C:13]1[CH:21]=[CH:20][C:16]2[N:17]=[CH:18][S:19][C:15]=2[CH:14]=1.C([O-])([O-])=O.[K+].[K+], predict the reaction product. The product is: [S:19]1[C:15]2[CH:14]=[C:13]([C:6]3[CH:7]=[CH:8][C:3]([CH:1]=[O:2])=[CH:4][CH:5]=3)[CH:21]=[CH:20][C:16]=2[N:17]=[CH:18]1. (8) Given the reactants Br[C:2]1[N:7]=[C:6]([CH:8]([N:13]2[CH2:18][CH2:17][O:16][CH2:15][CH2:14]2)[C:9]([NH:11][CH3:12])=[O:10])[CH:5]=[CH:4][CH:3]=1.[NH2:19][C:20]1[S:21][C:22]([C:28]2[C:33]([F:34])=[CH:32][C:31]([C:35]([OH:38])([CH3:37])[CH3:36])=[CH:30][C:29]=2[F:39])=[CH:23][C:24]=1[C:25]([NH2:27])=[O:26], predict the reaction product. The product is: [F:39][C:29]1[CH:30]=[C:31]([C:35]([OH:38])([CH3:37])[CH3:36])[CH:32]=[C:33]([F:34])[C:28]=1[C:22]1[S:21][C:20]([NH:19][C:2]2[CH:3]=[CH:4][CH:5]=[C:6]([CH:8]([N:13]3[CH2:18][CH2:17][O:16][CH2:15][CH2:14]3)[C:9]([NH:11][CH3:12])=[O:10])[N:7]=2)=[C:24]([C:25]([NH2:27])=[O:26])[CH:23]=1.